Dataset: Peptide-MHC class I binding affinity with 185,985 pairs from IEDB/IMGT. Task: Regression. Given a peptide amino acid sequence and an MHC pseudo amino acid sequence, predict their binding affinity value. This is MHC class I binding data. (1) The peptide sequence is RFIIFLFILL. The MHC is HLA-A02:03 with pseudo-sequence HLA-A02:03. The binding affinity (normalized) is 0.362. (2) The MHC is HLA-B07:02 with pseudo-sequence HLA-B07:02. The binding affinity (normalized) is 0.0847. The peptide sequence is LFVAAAYIV.